This data is from Catalyst prediction with 721,799 reactions and 888 catalyst types from USPTO. The task is: Predict which catalyst facilitates the given reaction. (1) Reactant: [CH3:1][N:2]1[CH2:15][CH2:14][C:13]2[C:12]3[CH:11]=[C:10]([CH3:16])[CH:9]=[CH:8][C:7]=3[NH:6][C:5]=2[CH2:4][CH2:3]1.N1CCC[C@H]1C(O)=O.[O-]P([O-])([O-])=O.[K+].[K+].[K+].Br[CH:34]=[C:35]([C:37]1[CH:42]=[CH:41][C:40]([O:43][CH3:44])=[C:39]([F:45])[CH:38]=1)[CH3:36]. Product: [F:45][C:39]1[CH:38]=[C:37](/[C:35](/[CH3:36])=[CH:34]/[N:6]2[C:7]3[CH:8]=[CH:9][C:10]([CH3:16])=[CH:11][C:12]=3[C:13]3[CH2:14][CH2:15][N:2]([CH3:1])[CH2:3][CH2:4][C:5]2=3)[CH:42]=[CH:41][C:40]=1[O:43][CH3:44]. The catalyst class is: 122. (2) Reactant: [N+:1]([C:4]1[CH:9]=[CH:8][C:7]([SH:10])=[CH:6][CH:5]=1)([O-:3])=[O:2].[OH-].[Na+].O.Cl[CH2:15][C:16]#[N:17]. Product: [N+:1]([C:4]1[CH:9]=[CH:8][C:7]([S:10][CH2:15][C:16]#[N:17])=[CH:6][CH:5]=1)([O-:3])=[O:2]. The catalyst class is: 8. (3) Reactant: [CH3:1][C:2]1[CH:7]=[C:6]([O:8][CH2:9][C:10]2([C:14]([O:16]CC)=[O:15])[CH2:13][CH2:12][CH2:11]2)[N:5]=[CH:4][C:3]=1[C:19]1[CH:20]=[N:21][C:22]([C:25]2[N:26]([CH2:34][O:35][CH2:36][CH2:37][Si:38]([CH3:41])([CH3:40])[CH3:39])[CH:27]=[C:28]([C:30]([F:33])([F:32])[F:31])[N:29]=2)=[CH:23][CH:24]=1.[OH-].[Na+]. Product: [CH3:1][C:2]1[CH:7]=[C:6]([O:8][CH2:9][C:10]2([C:14]([OH:16])=[O:15])[CH2:13][CH2:12][CH2:11]2)[N:5]=[CH:4][C:3]=1[C:19]1[CH:20]=[N:21][C:22]([C:25]2[N:26]([CH2:34][O:35][CH2:36][CH2:37][Si:38]([CH3:39])([CH3:41])[CH3:40])[CH:27]=[C:28]([C:30]([F:32])([F:33])[F:31])[N:29]=2)=[CH:23][CH:24]=1. The catalyst class is: 5. (4) Reactant: [NH2:1][C:2]1[CH:7]=[CH:6][C:5]([S:8][C:9]2[C:14]([C:15]3[CH:20]=[CH:19][N:18]=[C:17]([NH:21][CH3:22])[N:16]=3)=[CH:13][CH:12]=[CH:11][N:10]=2)=[CH:4][CH:3]=1.ClC1C=C(C=CC=1)C(OO)=[O:28]. Product: [NH2:1][C:2]1[CH:3]=[CH:4][C:5]([S:8]([C:9]2[C:14]([C:15]3[CH:20]=[CH:19][N:18]=[C:17]([NH:21][CH3:22])[N:16]=3)=[CH:13][CH:12]=[CH:11][N:10]=2)=[O:28])=[CH:6][CH:7]=1. The catalyst class is: 4.